Predict the reactants needed to synthesize the given product. From a dataset of Full USPTO retrosynthesis dataset with 1.9M reactions from patents (1976-2016). Given the product [C:4](#[N:3])[CH3:5].[O:25]=[C:24]([C:21]1[CH:22]=[CH:23][C:18]([NH:1][C:2]2[N:7]=[C:6]([C:8]3[N:12]4[CH:13]=[CH:14][CH:15]=[CH:16][C:11]4=[N:10][CH:9]=3)[CH:5]=[CH:4][N:3]=2)=[CH:19][CH:20]=1)[CH2:26][C:27]1[CH:32]=[CH:31][CH:30]=[CH:29][CH:28]=1, predict the reactants needed to synthesize it. The reactants are: [NH2:1][C:2]1[N:7]=[C:6]([C:8]2[N:12]3[CH:13]=[CH:14][CH:15]=[CH:16][C:11]3=[N:10][CH:9]=2)[CH:5]=[CH:4][N:3]=1.Br[C:18]1[CH:23]=[CH:22][C:21]([C:24]([CH2:26][C:27]2[CH:32]=[CH:31][CH:30]=[CH:29][CH:28]=2)=[O:25])=[CH:20][CH:19]=1.